From a dataset of Catalyst prediction with 721,799 reactions and 888 catalyst types from USPTO. Predict which catalyst facilitates the given reaction. (1) Reactant: [C:1]1([S:7][CH2:8][C:9]([OH:11])=[O:10])[CH:6]=[CH:5][CH:4]=[CH:3][CH:2]=1.Cl[Si](C)(C)[CH3:14]. The catalyst class is: 5. Product: [C:1]1([S:7][CH2:8][C:9]([O:11][CH3:14])=[O:10])[CH:6]=[CH:5][CH:4]=[CH:3][CH:2]=1. (2) Reactant: [C:1]1([CH3:15])[CH:6]=[C:5]([CH3:7])[CH:4]=[C:3]([CH3:8])[C:2]=1[O:9][C@@H:10]([CH3:14])[C:11]([OH:13])=O.C([N:19](C(C)C)CC)(C)C.N[N:26]([CH:34]=[NH:35])[C:27](=[O:33])[O:28][C:29]([CH3:32])([CH3:31])[CH3:30].O.ON1C2C=CC=CC=2N=N1.F[P-](F)(F)(F)(F)F.N1(OC(N(C)C)=[N+](C)C)C2C=CC=CC=2N=N1. Product: [NH:19]=[C:34]([NH:26][C:27](=[O:33])[O:28][C:29]([CH3:32])([CH3:31])[CH3:30])[NH:35][C:11](=[O:13])[C@@H:10]([O:9][C:2]1[C:1]([CH3:15])=[CH:6][C:5]([CH3:7])=[CH:4][C:3]=1[CH3:8])[CH3:14]. The catalyst class is: 42. (3) Product: [F:20][C:19]1[N:14]([C:8]2[CH:13]=[CH:12][CH:11]=[CH:10][CH:9]=2)[N:15]=[C:17]([O:27][CH3:28])[C:18]=1[C:23]([F:26])([F:25])[F:24]. The catalyst class is: 14. Reactant: CCN(CC)CC.[C:8]1([NH:14][NH2:15])[CH:13]=[CH:12][CH:11]=[CH:10][CH:9]=1.F[C:17]([O:27][CH3:28])=[C:18]([C:23]([F:26])([F:25])[F:24])[C:19](F)(F)[F:20]. (4) Reactant: [NH2:1][CH:2]1[CH2:7][CH2:6][N:5]([C:8]([O:10][C:11]([CH3:14])([CH3:13])[CH3:12])=[O:9])[CH2:4][CH2:3]1.[Br:15][C:16]1[CH:17]=[C:18]([N+:23]([O-:25])=[O:24])[C:19](Cl)=[N:20][CH:21]=1.CCN(C(C)C)C(C)C.O. Product: [Br:15][C:16]1[CH:17]=[C:18]([N+:23]([O-:25])=[O:24])[C:19]([NH:1][CH:2]2[CH2:3][CH2:4][N:5]([C:8]([O:10][C:11]([CH3:14])([CH3:13])[CH3:12])=[O:9])[CH2:6][CH2:7]2)=[N:20][CH:21]=1. The catalyst class is: 37. (5) Reactant: [CH3:1][O:2][C:3](=[O:22])[C:4]1[CH:9]=[CH:8][C:7]([C:10]2[CH:15]=[CH:14][C:13]([C:16]([F:19])([F:18])[F:17])=[CH:12][CH:11]=2)=[N:6][C:5]=1[CH2:20]Br.[CH3:23][O-:24].[Na+]. Product: [CH3:1][O:2][C:3](=[O:22])[C:4]1[CH:9]=[CH:8][C:7]([C:10]2[CH:15]=[CH:14][C:13]([C:16]([F:19])([F:18])[F:17])=[CH:12][CH:11]=2)=[N:6][C:5]=1[CH2:20][O:24][CH3:23]. The catalyst class is: 5. (6) Reactant: C(OC(=O)[NH:7][C:8]1[CH:13]=[C:12]([Cl:14])[C:11]([C:15]([F:18])([F:17])[F:16])=[CH:10][C:9]=1[NH:19][C:20](=[O:35])[CH2:21][C:22](=O)[C:23]1[CH:28]=[CH:27][CH:26]=[C:25]([N:29]2[CH:33]=[N:32][CH:31]=[N:30]2)[CH:24]=1)(C)(C)C.C(O)(C(F)(F)F)=O. Product: [Cl:14][C:12]1[C:11]([C:15]([F:18])([F:17])[F:16])=[CH:10][C:9]2[NH:19][C:20](=[O:35])[CH2:21][C:22]([C:23]3[CH:28]=[CH:27][CH:26]=[C:25]([N:29]4[CH:33]=[N:32][CH:31]=[N:30]4)[CH:24]=3)=[N:7][C:8]=2[CH:13]=1. The catalyst class is: 2.